Dataset: Forward reaction prediction with 1.9M reactions from USPTO patents (1976-2016). Task: Predict the product of the given reaction. The product is: [I:1][C:2]1[CH:3]=[C:4]([CH2:8][S:9]([Cl:16])(=[O:12])=[O:10])[CH:5]=[CH:6][CH:7]=1. Given the reactants [I:1][C:2]1[CH:3]=[C:4]([CH2:8][S:9]([O-:12])(=O)=[O:10])[CH:5]=[CH:6][CH:7]=1.[Na+].P(Cl)(Cl)([Cl:16])=O, predict the reaction product.